Predict the reactants needed to synthesize the given product. From a dataset of Full USPTO retrosynthesis dataset with 1.9M reactions from patents (1976-2016). Given the product [C:3]([O-:6])([O-:5])=[O:4].[C:3]([O-:6])([O-:5])=[O:4].[OH:1][OH:2].[OH:1][OH:2].[OH:1][OH:2].[Na+:7].[Na+:7].[Na+:7].[Na+:7], predict the reactants needed to synthesize it. The reactants are: [OH:1][OH:2].[C:3](=[O:6])([O-:5])[O-:4].[Na+:7].[Na+].